From a dataset of Catalyst prediction with 721,799 reactions and 888 catalyst types from USPTO. Predict which catalyst facilitates the given reaction. (1) Reactant: [H-].[H-].[H-].[H-].[Li+].[Al+3].[CH:7]([N:10]1[CH2:15][CH2:14][CH:13]([C:16]([NH2:18])=O)[CH2:12][CH2:11]1)([CH3:9])[CH3:8].O.[OH-].[Na+]. Product: [CH:7]([N:10]1[CH2:15][CH2:14][CH:13]([CH2:16][NH2:18])[CH2:12][CH2:11]1)([CH3:9])[CH3:8]. The catalyst class is: 1. (2) Reactant: C(N(CC)CC)C.Cl.C(O[C:12](=[NH:20])[C:13]1[CH:18]=[CH:17][CH:16]=[C:15]([Cl:19])[CH:14]=1)C.Cl.[CH3:22][O:23][C:24](=[O:29])[C@H:25]([CH2:27][SH:28])N.O. Product: [CH3:22][O:23][C:24]([CH:25]1[CH2:27][S:28][C:12]([C:13]2[CH:18]=[CH:17][CH:16]=[C:15]([Cl:19])[CH:14]=2)=[N:20]1)=[O:29]. The catalyst class is: 4.